From a dataset of Forward reaction prediction with 1.9M reactions from USPTO patents (1976-2016). Predict the product of the given reaction. (1) The product is: [Cl:1][C:2]1[CH:10]=[C:9]2[C:5]([C:6]([I:11])=[N:7][N:8]2[CH3:12])=[CH:4][CH:3]=1. Given the reactants [Cl:1][C:2]1[CH:10]=[C:9]2[C:5]([C:6]([I:11])=[N:7][NH:8]2)=[CH:4][CH:3]=1.[CH3:12]C(C)([O-])C.[K+].CI, predict the reaction product. (2) The product is: [CH:25]([O:27][C:28](=[O:40])[CH2:29][CH2:30][N:31]([C:32]1[CH:37]=[CH:36][C:35]([N:42]=[N:1][C:2]2[S:3][C:4]([N+:10]([O-:12])=[O:11])=[CH:5][C:6]=2[N+:7]([O-:9])=[O:8])=[CH:34][CH:33]=1)[CH2:38][CH3:39])=[CH2:26]. Given the reactants [NH2:1][C:2]1[S:3][C:4]([N+:10]([O-:12])=[O:11])=[CH:5][C:6]=1[N+:7]([O-:9])=[O:8].C(O)(=O)CC.N(OS(=O)(=O)O)=O.[CH:25]([O:27][C:28](=[O:40])[CH2:29][CH2:30][N:31]([CH2:38][CH3:39])[C:32]1[CH:37]=[CH:36][CH:35]=[CH:34][CH:33]=1)=[CH2:26].S(=O)(=O)(O)[NH2:42], predict the reaction product. (3) Given the reactants [CH3:1][O:2][C:3]1[C:4](=[O:10])[NH:5][C:6](=S)[NH:7][CH:8]=1.ClCC(O)=[O:14].Cl, predict the reaction product. The product is: [CH3:1][O:2][C:3]1[C:4](=[O:10])[NH:5][C:6](=[O:14])[NH:7][CH:8]=1. (4) Given the reactants [Br:1][C:2]1[CH:3]=[C:4]([N:8]2[CH:12]=[N:11][NH:10][C:9]2=[O:13])[CH:5]=[CH:6][CH:7]=1.[H-].[Na+].Cl[C:17]([C:30]1[CH:35]=[CH:34][CH:33]=[CH:32][CH:31]=1)([C:24]1[CH:29]=[CH:28][CH:27]=[CH:26][CH:25]=1)[C:18]1[CH:23]=[CH:22][CH:21]=[CH:20][CH:19]=1, predict the reaction product. The product is: [Br:1][C:2]1[CH:3]=[C:4]([N:8]2[CH:12]=[N:11][N:10]([C:17]([C:18]3[CH:23]=[CH:22][CH:21]=[CH:20][CH:19]=3)([C:30]3[CH:31]=[CH:32][CH:33]=[CH:34][CH:35]=3)[C:24]3[CH:25]=[CH:26][CH:27]=[CH:28][CH:29]=3)[C:9]2=[O:13])[CH:5]=[CH:6][CH:7]=1. (5) Given the reactants C([O:3][C:4](=[O:30])[C:5]1[CH:10]=[CH:9][C:8]([C:11]2[CH:15]([Br:16])[C:14]([C:21]3[CH:26]=[C:25]([Cl:27])[CH:24]=[C:23]([Cl:28])[CH:22]=3)([C:17]([F:20])([F:19])[F:18])[O:13][N:12]=2)=[CH:7][C:6]=1[CH3:29])C.O.[OH-].[Li+].CO, predict the reaction product. The product is: [Br:16][CH:15]1[C:14]([C:21]2[CH:22]=[C:23]([Cl:28])[CH:24]=[C:25]([Cl:27])[CH:26]=2)([C:17]([F:18])([F:19])[F:20])[O:13][N:12]=[C:11]1[C:8]1[CH:9]=[CH:10][C:5]([C:4]([OH:30])=[O:3])=[C:6]([CH3:29])[CH:7]=1. (6) Given the reactants [C:1]([O:5][C:6]([NH:8][C:9]([CH3:37])([CH2:30][C:31]1[CH:36]=[CH:35][CH:34]=[CH:33][CH:32]=1)[CH2:10][O:11][CH2:12][C:13]1[CH:18]=[C:17]([N:19]([S:23]([CH3:26])(=[O:25])=[O:24])[CH2:20][CH2:21][CH3:22])[N:16]=[C:15]([C:27]([OH:29])=O)[CH:14]=1)=[O:7])([CH3:4])([CH3:3])[CH3:2].C(N(C(C)C)CC)(C)C.[F:47][C:48]1[CH:53]=[CH:52][C:51]([CH:54]([NH2:56])[CH3:55])=[CH:50][CH:49]=1.CN([P+](ON1N=NC2C=CC=CC1=2)(N(C)C)N(C)C)C.F[P-](F)(F)(F)(F)F, predict the reaction product. The product is: [CH2:30]([C:9]([NH:8][C:6](=[O:7])[O:5][C:1]([CH3:3])([CH3:2])[CH3:4])([CH3:37])[CH2:10][O:11][CH2:12][C:13]1[CH:18]=[C:17]([N:19]([S:23]([CH3:26])(=[O:24])=[O:25])[CH2:20][CH2:21][CH3:22])[N:16]=[C:15]([C:27]([NH:56][CH:54]([C:51]2[CH:52]=[CH:53][C:48]([F:47])=[CH:49][CH:50]=2)[CH3:55])=[O:29])[CH:14]=1)[C:31]1[CH:36]=[CH:35][CH:34]=[CH:33][CH:32]=1. (7) Given the reactants C(OC[C@@H](OC(C)(C)C)C1C(C2C=CC(Cl)=CC=2)=C2C(=CC=1C)N=C(N1CCOCC1)C=C2)(=[O:6])C(C)(C)C.[C:39]([O:43][C@@H:44]([C:47]1[C:48]([C:66]2[CH:71]=[CH:70][C:69]([Cl:72])=[CH:68][CH:67]=2)=[C:49]2[C:54](=[CH:55][C:56]=1[CH3:57])[N:53]=[C:52]([C:58]#[C:59][C:60]1[CH:65]=[CH:64][CH:63]=[CH:62][CH:61]=1)[CH:51]=[CH:50]2)[CH2:45][OH:46])([CH3:42])([CH3:41])[CH3:40].[H][H], predict the reaction product. The product is: [C:39]([O:43][C@@H:44]([C:47]1[C:48]([C:66]2[CH:71]=[CH:70][C:69]([Cl:72])=[CH:68][CH:67]=2)=[C:49]2[C:54](=[CH:55][C:56]=1[CH3:57])[N:53]=[C:52]([C:58]#[C:59][C:60]1[CH:65]=[CH:64][CH:63]=[CH:62][CH:61]=1)[CH:51]=[CH:50]2)[C:45]([OH:6])=[O:46])([CH3:42])([CH3:40])[CH3:41].[C:39]([O:43][C@@H:44]([C:47]1[C:48]([C:66]2[CH:71]=[CH:70][C:69]([Cl:72])=[CH:68][CH:67]=2)=[C:49]2[C:54](=[CH:55][C:56]=1[CH3:57])[N:53]=[C:52]([CH2:58][CH2:59][C:60]1[CH:65]=[CH:64][CH:63]=[CH:62][CH:61]=1)[CH:51]=[CH:50]2)[CH2:45][OH:46])([CH3:42])([CH3:40])[CH3:41].